From a dataset of Forward reaction prediction with 1.9M reactions from USPTO patents (1976-2016). Predict the product of the given reaction. (1) Given the reactants C[Si]([N-][Si](C)(C)C)(C)C.[Li+].C[Si]([CH2:15][C:16]([O:18][CH2:19][CH3:20])=[O:17])(C)C.[CH3:21][N:22]1[C:26]([C:27]([C:29]2[CH:34]=[CH:33][C:32]([O:35][CH:36]3[CH2:41][CH2:40][CH2:39][CH2:38][O:37]3)=[CH:31][CH:30]=2)=O)=[CH:25][N:24]=[CH:23]1, predict the reaction product. The product is: [CH3:21][N:22]1[C:26]([C:27]([C:29]2[CH:30]=[CH:31][C:32]([O:35][CH:36]3[CH2:41][CH2:40][CH2:39][CH2:38][O:37]3)=[CH:33][CH:34]=2)=[CH:15][C:16]([O:18][CH2:19][CH3:20])=[O:17])=[CH:25][N:24]=[CH:23]1. (2) The product is: [O:10]1[C:9]2[CH:8]=[CH:7][C:4]([C:5]#[N:6])=[CH:3][C:2]=2[O:1][CH2:12]1. Given the reactants [OH:1][C:2]1[CH:3]=[C:4]([CH:7]=[CH:8][C:9]=1[OH:10])[C:5]#[N:6].Br[CH2:12]Br.C(=O)([O-])[O-].[K+].[K+].O, predict the reaction product. (3) The product is: [CH2:1]([C:8]1[CH:30]=[CH:29][C:11]([O:12][CH2:13][CH2:14][CH2:15][N:16]2[C:20]([CH3:21])=[CH:19][CH:18]=[C:17]2[C:22]2[CH:23]=[CH:24][C:25]([O:28][C@H:32]([CH2:38][C:39]3[CH:40]=[CH:41][CH:42]=[CH:43][CH:44]=3)[C:33]([O:35][CH2:36][CH3:37])=[O:34])=[CH:26][CH:27]=2)=[CH:10][CH:9]=1)[C:2]1[CH:3]=[CH:4][CH:5]=[CH:6][CH:7]=1. Given the reactants [CH2:1]([C:8]1[CH:30]=[CH:29][C:11]([O:12][CH2:13][CH2:14][CH2:15][N:16]2[C:20]([CH3:21])=[CH:19][CH:18]=[C:17]2[C:22]2[CH:27]=[CH:26][C:25]([OH:28])=[CH:24][CH:23]=2)=[CH:10][CH:9]=1)[C:2]1[CH:7]=[CH:6][CH:5]=[CH:4][CH:3]=1.O[C@@H:32]([CH2:38][C:39]1[CH:44]=[CH:43][CH:42]=[CH:41][CH:40]=1)[C:33]([O:35][CH2:36][CH3:37])=[O:34].C1(P(C2C=CC=CC=2)C2C=CC=CC=2)C=CC=CC=1.N(C(N1CCCCC1)=O)=NC(N1CCCCC1)=O, predict the reaction product. (4) Given the reactants [F:1][C:2]1[CH:3]=[C:4]([CH:7]=[C:8]([F:11])[C:9]=1F)[CH:5]=[O:6].[CH3:12][S-:13].[Na+], predict the reaction product. The product is: [F:1][C:2]1[CH:3]=[C:4]([CH:7]=[C:8]([F:11])[C:9]=1[S:13][CH3:12])[CH:5]=[O:6]. (5) Given the reactants [F:1][C:2]([F:32])([F:31])[S:3](OC1CCCCC=1C1C=C(C(F)(F)F)C=CC=1OCC1C=CC=CC=1)(=[O:5])=[O:4].[OH:33][C:34]1[CH2:39][CH2:38][CH2:37][CH2:36][C:35]=1[C:40]1[N:45]=[C:44]([C:46]([O:48][CH2:49][CH3:50])=[O:47])[CH:43]=[CH:42][CH:41]=1, predict the reaction product. The product is: [F:1][C:2]([F:32])([F:31])[S:3]([O:33][C:34]1[CH2:39][CH2:38][CH2:37][CH2:36][C:35]=1[C:40]1[N:45]=[C:44]([C:46]([O:48][CH2:49][CH3:50])=[O:47])[CH:43]=[CH:42][CH:41]=1)(=[O:5])=[O:4].